Dataset: Catalyst prediction with 721,799 reactions and 888 catalyst types from USPTO. Task: Predict which catalyst facilitates the given reaction. Reactant: [Br:1][C:2]1[O:6][C:5]([CH2:7][CH2:8][CH:9]([C:15](OCC)=[O:16])[C:10](OCC)=[O:11])=[N:4][C:3]=1[C:20]1[CH:25]=[CH:24][C:23]([C:26]([F:29])([F:28])[F:27])=[CH:22][CH:21]=1.[BH4-].[Na+]. Product: [Br:1][C:2]1[O:6][C:5]([CH2:7][CH2:8][CH:9]([CH2:15][OH:16])[CH2:10][OH:11])=[N:4][C:3]=1[C:20]1[CH:21]=[CH:22][C:23]([C:26]([F:29])([F:28])[F:27])=[CH:24][CH:25]=1. The catalyst class is: 5.